Dataset: Full USPTO retrosynthesis dataset with 1.9M reactions from patents (1976-2016). Task: Predict the reactants needed to synthesize the given product. (1) Given the product [CH2:46]([NH:1][C:2]1[CH:3]=[C:4]([C:12]2[CH:13]=[CH:14][C:15]([CH2:18][C:19]3[N:20]([C:32]4[CH:37]=[CH:36][C:35]([N:38]5[S:42](=[O:44])(=[O:43])[NH:41][C:40](=[O:45])[CH2:39]5)=[CH:34][CH:33]=4)[CH:21]=[C:22]([C:24]4[CH:29]=[CH:28][C:27]([Cl:30])=[CH:26][C:25]=4[Cl:31])[N:23]=3)=[CH:16][CH:17]=2)[CH:5]=[CH:6][C:7]=1[CH2:8][CH:9]([CH3:10])[CH3:11])[CH2:47][CH2:48][CH3:49], predict the reactants needed to synthesize it. The reactants are: [NH2:1][C:2]1[CH:3]=[C:4]([C:12]2[CH:17]=[CH:16][C:15]([CH2:18][C:19]3[N:20]([C:32]4[CH:37]=[CH:36][C:35]([N:38]5[S:42](=[O:44])(=[O:43])[NH:41][C:40](=[O:45])[CH2:39]5)=[CH:34][CH:33]=4)[CH:21]=[C:22]([C:24]4[CH:29]=[CH:28][C:27]([Cl:30])=[CH:26][C:25]=4[Cl:31])[N:23]=3)=[CH:14][CH:13]=2)[CH:5]=[CH:6][C:7]=1[CH2:8][CH:9]([CH3:11])[CH3:10].[CH:46](=O)[CH2:47][CH2:48][CH3:49]. (2) The reactants are: C[O:2][C:3]([C:5]1[O:6][C:7]([CH3:19])=[C:8]([CH2:10][O:11][C:12]2[CH:17]=[CH:16][C:15](I)=[CH:14][CH:13]=2)[CH:9]=1)=[O:4].[CH3:20][O:21][C:22]1[CH:23]=[C:24](B(O)O)[CH:25]=[CH:26][C:27]=1[O:28][CH3:29].CN(C)C=O.C([O-])(=O)C.[K+]. Given the product [CH3:20][O:21][C:22]1[CH:23]=[C:24]([C:15]2[CH:16]=[CH:17][C:12]([O:11][CH2:10][C:8]3[CH:9]=[C:5]([C:3]([OH:2])=[O:4])[O:6][C:7]=3[CH3:19])=[CH:13][CH:14]=2)[CH:25]=[CH:26][C:27]=1[O:28][CH3:29], predict the reactants needed to synthesize it. (3) Given the product [CH3:1][O:2][CH2:3][CH2:4][N:5]([CH2:20][CH2:21][O:22][CH3:23])[S:6]([C:9]1[C:14]([Cl:15])=[CH:13][CH:12]=[C:11]([N+:16]([O-:18])=[O:17])[C:10]=1[OH:26])(=[O:8])=[O:7], predict the reactants needed to synthesize it. The reactants are: [CH3:1][O:2][CH2:3][CH2:4][N:5]([CH2:20][CH2:21][O:22][CH3:23])[S:6]([C:9]1[C:14]([Cl:15])=[CH:13][CH:12]=[C:11]([N+:16]([O-:18])=[O:17])[C:10]=1Cl)(=[O:8])=[O:7].[H-].[Na+].[OH2:26]. (4) Given the product [NH:8]1[CH2:9][CH:10]([CH2:12][C:13]2[N:14]([CH3:40])[C:15]3[C:20]([N:21]=2)=[C:19]([N:22]2[CH2:27][CH2:26][O:25][CH2:24][CH2:23]2)[N:18]=[C:17]([N:28]2[C:32]4[CH:33]=[CH:34][CH:35]=[CH:36][C:31]=4[N:30]=[C:29]2[CH:37]([CH3:38])[CH3:39])[N:16]=3)[CH2:11]1, predict the reactants needed to synthesize it. The reactants are: C(OC([N:8]1[CH2:11][CH:10]([CH2:12][C:13]2[N:14]([CH3:40])[C:15]3[C:20]([N:21]=2)=[C:19]([N:22]2[CH2:27][CH2:26][O:25][CH2:24][CH2:23]2)[N:18]=[C:17]([N:28]2[C:32]4[CH:33]=[CH:34][CH:35]=[CH:36][C:31]=4[N:30]=[C:29]2[CH:37]([CH3:39])[CH3:38])[N:16]=3)[CH2:9]1)=O)(C)(C)C.C(O)(C(F)(F)F)=O. (5) Given the product [F:39][C:33]1[CH:34]=[C:35]([F:38])[CH:36]=[CH:37][C:32]=1/[CH:31]=[C:30](\[CH3:40])/[CH2:29][N:16]([CH2:15][C@@H:11]1[CH2:12][CH2:13][CH2:14][N:10]1[CH2:9][C@H:6]1[CH2:7][CH2:8][C@@H:4]([NH:3][CH:54]([CH3:55])[CH3:41])[CH2:5]1)[C:17](=[O:28])[C:18]1[CH:23]=[CH:22][C:21]([O:24][CH3:25])=[C:20]([O:26][CH3:27])[CH:19]=1, predict the reactants needed to synthesize it. The reactants are: Cl.Cl.[NH2:3][C@@H:4]1[CH2:8][CH2:7][C@H:6]([CH2:9][N:10]2[CH2:14][CH2:13][CH2:12][C@H:11]2[CH2:15][N:16]([CH2:29]/[C:30](/[CH3:40])=[CH:31]/[C:32]2[CH:37]=[CH:36][C:35]([F:38])=[CH:34][C:33]=2[F:39])[C:17](=[O:28])[C:18]2[CH:23]=[CH:22][C:21]([O:24][CH3:25])=[C:20]([O:26][CH3:27])[CH:19]=2)[CH2:5]1.[CH2:41](Cl)Cl.C(O[BH-](O[C:54](=O)[CH3:55])OC(=O)C)(=O)C.[Na+].